This data is from Reaction yield outcomes from USPTO patents with 853,638 reactions. The task is: Predict the reaction yield, written as a fraction of the theoretical maximum amount of product (1.0 means a 100% yield; for example, 0.34 means a 34% yield). (1) The reactants are [NH2:1][C:2]1[C:3]([C:7](Cl)=[N:8][OH:9])=[N:4][O:5][N:6]=1.[CH3:11][O:12][CH2:13][CH2:14][NH2:15].C(N(CC)CC)C. The catalyst is C(OCC)(=O)C. The product is [NH2:1][C:2]1[C:3]([C:7](=[N:8][OH:9])[NH:15][CH2:14][CH2:13][O:12][CH3:11])=[N:4][O:5][N:6]=1. The yield is 1.19. (2) The reactants are [CH:1]1[C:13]2[CH2:12][C:11]3[C:6](=[CH:7][CH:8]=[CH:9][CH:10]=3)[C:5]=2[CH:4]=[CH:3][CH:2]=1.[CH3:14][CH2:15][CH2:16][CH2:17][CH2:18][CH3:19].[CH2:20](Br)[CH2:21][CH2:22][CH2:23][CH2:24][CH3:25].O. The catalyst is O1CCCC1. The product is [CH2:14]([C:12]1([CH2:20][CH2:21][CH2:22][CH2:23][CH2:24][CH3:25])[C:11]2[CH:10]=[CH:9][CH:8]=[CH:7][C:6]=2[C:5]2[C:13]1=[CH:1][CH:2]=[CH:3][CH:4]=2)[CH2:15][CH2:16][CH2:17][CH2:18][CH3:19]. The yield is 0.950. (3) The reactants are [O:1]=[CH:2][C:3]1[CH:11]=[CH:10][C:7]([O:8][CH3:9])=[C:5]([OH:6])[CH:4]=1.C([O-])(=O)C.[Na+].[Br:17]Br. The catalyst is C(O)(=O)C.[Fe]. The product is [Br:17][C:4]1[C:5]([OH:6])=[C:7]([O:8][CH3:9])[CH:10]=[CH:11][C:3]=1[CH:2]=[O:1]. The yield is 0.790. (4) The reactants are [I-].[NH2:2][N+:3]1[CH:8]=[CH:7][CH:6]=[CH:5][CH:4]=1.C(=O)([O-])[O-].[K+].[K+].[CH2:15]([O:17][C:18](=[O:25])[C:19]#[C:20][C:21]([OH:24])([CH3:23])[CH3:22])[CH3:16]. The catalyst is CN(C)C=O. The product is [CH2:15]([O:17][C:18]([C:19]1[C:20]([C:21]([OH:24])([CH3:23])[CH3:22])=[N:2][N:3]2[CH:8]=[CH:7][CH:6]=[CH:5][C:4]=12)=[O:25])[CH3:16]. The yield is 0.770. (5) The reactants are [NH:1]1[C:9]2[C:4](=[N:5][CH:6]=[CH:7][CH:8]=2)[C:3]([C:10]([OH:12])=O)=[CH:2]1.Cl.[NH2:14][CH:15]1[CH2:20][CH2:19][O:18][CH2:17][CH:16]1[OH:21].F[P-](F)(F)(F)(F)F.N1(O[P+](N(C)C)(N(C)C)N(C)C)C2C=CC=CC=2N=N1.C(N(CC)CC)C. The catalyst is ClCCl. The product is [OH:21][CH:16]1[CH:15]([NH:14][C:10]([C:3]2[C:4]3=[N:5][CH:6]=[CH:7][CH:8]=[C:9]3[NH:1][CH:2]=2)=[O:12])[CH2:20][CH2:19][O:18][CH2:17]1. The yield is 0.380. (6) The reactants are [Cl:1][C:2]1[CH:7]=[C:6]([N+:8]([O-])=O)[CH:5]=[CH:4][C:3]=1[N:11]1[CH2:16][CH2:15][N:14]([C:17]([O:19][C:20]([CH3:23])([CH3:22])[CH3:21])=[O:18])[CH2:13][CH2:12]1. The catalyst is CCO.[Pt]. The product is [NH2:8][C:6]1[CH:5]=[CH:4][C:3]([N:11]2[CH2:16][CH2:15][N:14]([C:17]([O:19][C:20]([CH3:22])([CH3:21])[CH3:23])=[O:18])[CH2:13][CH2:12]2)=[C:2]([Cl:1])[CH:7]=1. The yield is 0.980. (7) The reactants are [CH3:1][C:2]1[C:6]([C:7]2[CH:8]=[C:9]3[C:13](=[CH:14][CH:15]=2)[NH:12][C:11](=[O:16])[C:10]3([C:23]2[CH:28]=[CH:27][CH:26]=[CH:25][CH:24]=2)[N:17]2[CH2:22][CH2:21][NH:20][CH2:19][CH2:18]2)=[C:5]([CH3:29])[O:4][N:3]=1.Br[CH2:31][C:32]([O:34][CH2:35][CH3:36])=[O:33].C(=O)([O-])[O-].[K+].[K+].[NH4+].[Cl-]. The catalyst is CN(C=O)C. The product is [CH3:1][C:2]1[C:6]([C:7]2[CH:8]=[C:9]3[C:13](=[CH:14][CH:15]=2)[NH:12][C:11](=[O:16])[C:10]3([N:17]2[CH2:22][CH2:21][N:20]([CH2:31][C:32]([O:34][CH2:35][CH3:36])=[O:33])[CH2:19][CH2:18]2)[C:23]2[CH:24]=[CH:25][CH:26]=[CH:27][CH:28]=2)=[C:5]([CH3:29])[O:4][N:3]=1. The yield is 0.420. (8) The product is [CH2:1]1[C:5]2([CH2:10][CH2:9][CH2:8][CH:7]([OH:11])[CH2:6]2)[CH2:4][CH2:3][CH2:2]1. The yield is 0.950. The catalyst is O1CCCC1. The reactants are [CH2:1]1[C:5]2([CH2:10][CH2:9][CH2:8][C:7](=[O:11])[CH2:6]2)[CH2:4][CH2:3][CH2:2]1.C[Mg]Cl.[Cl-].[NH4+].CC1(O)CCCC2(CCCC2)C1.